Dataset: Reaction yield outcomes from USPTO patents with 853,638 reactions. Task: Predict the reaction yield, written as a fraction of the theoretical maximum amount of product (1.0 means a 100% yield; for example, 0.34 means a 34% yield). (1) The reactants are [CH3:1][C:2]1[CH:6]=[C:5]([N:7]2[CH2:11][CH2:10][N:9]([CH2:12][CH2:13][O:14][C:15]3[CH:20]=[CH:19][CH:18]=[CH:17][CH:16]=3)[C:8]2=[O:21])[S:4][C:3]=1[C:22](O)=[O:23].ON1C2C=CC=CC=2N=N1.Cl.C(N=C=NCCCN(C)C)C.C(N(CC)C(C)C)(C)C.[NH2:56][CH2:57][C:58]1[CH:59]=[N:60][CH:61]=[CH:62][CH:63]=1. The catalyst is CN(C)C=O.C(OCC)(=O)C. The product is [CH3:1][C:2]1[CH:6]=[C:5]([N:7]2[CH2:11][CH2:10][N:9]([CH2:12][CH2:13][O:14][C:15]3[CH:16]=[CH:17][CH:18]=[CH:19][CH:20]=3)[C:8]2=[O:21])[S:4][C:3]=1[C:22]([NH:56][CH2:57][C:58]1[CH:59]=[N:60][CH:61]=[CH:62][CH:63]=1)=[O:23]. The yield is 0.790. (2) The reactants are [NH2:1][C:2]1[N:3]=[CH:4][C:5]([C:18]2[CH:19]=[N:20][N:21]([CH2:23][C:24]([NH:26][CH:27]3[CH2:32][CH2:31][N:30](C(OC(C)(C)C)=O)[C@@H:29]([C:40]([O:42][CH:43]4[CH2:47][CH2:46][CH2:45][CH2:44]4)=[O:41])[CH2:28]3)=[O:25])[CH:22]=2)=[N:6][C:7]=1[NH:8][CH2:9][C:10]1[C:15]([Cl:16])=[CH:14][CH:13]=[CH:12][C:11]=1[Cl:17].Cl. The catalyst is C(Cl)Cl.C(OCC)C. The product is [NH2:1][C:2]1[N:3]=[CH:4][C:5]([C:18]2[CH:19]=[N:20][N:21]([CH2:23][C:24]([NH:26][CH:27]3[CH2:32][CH2:31][NH:30][C@@H:29]([C:40]([O:42][CH:43]4[CH2:44][CH2:45][CH2:46][CH2:47]4)=[O:41])[CH2:28]3)=[O:25])[CH:22]=2)=[N:6][C:7]=1[NH:8][CH2:9][C:10]1[C:11]([Cl:17])=[CH:12][CH:13]=[CH:14][C:15]=1[Cl:16]. The yield is 0.390. (3) The reactants are [NH2:1][C:2]1[CH:7]=[CH:6][C:5]([N:8]2[C:14](=[O:15])[CH2:13][C:12](=[O:16])[NH:11][C:10]3[C:17]4[C:22]([CH:23]=[CH:24][C:9]2=3)=[CH:21][CH:20]=[CH:19][CH:18]=4)=[CH:4][CH:3]=1.[C:25]1([N:31]=[C:32]=[S:33])[CH:30]=[CH:29][CH:28]=[CH:27][CH:26]=1. The catalyst is O1CCCC1. The product is [O:16]=[C:12]1[NH:11][C:10]2[C:17]3[C:22]([CH:23]=[CH:24][C:9]=2[N:8]([C:5]2[CH:6]=[CH:7][C:2]([NH:1][C:32]([NH:31][C:25]4[CH:30]=[CH:29][CH:28]=[CH:27][CH:26]=4)=[S:33])=[CH:3][CH:4]=2)[C:14](=[O:15])[CH2:13]1)=[CH:21][CH:20]=[CH:19][CH:18]=3. The yield is 0.420. (4) The reactants are C1COCC1.[C:6]([O:10][C:11]([N:13]1[C:17]([C:18]2[CH:23]=[CH:22][C:21]([N:24]=[N+]=[N-])=[CH:20][CH:19]=2)=[CH:16][N:15]=[C:14]1[NH2:27])=[O:12])([CH3:9])([CH3:8])[CH3:7].C(N(CC)CC)C.[C:35](Cl)(=[O:42])[CH2:36][CH2:37][CH2:38][CH2:39][CH2:40][CH3:41]. The catalyst is ClCCl.[Pd]. The product is [C:6]([O:10][C:11]([N:13]1[C:17]([C:18]2[CH:23]=[CH:22][C:21]([NH:24][C:35](=[O:42])[CH2:36][CH2:37][CH2:38][CH2:39][CH2:40][CH3:41])=[CH:20][CH:19]=2)=[CH:16][N:15]=[C:14]1[NH2:27])=[O:12])([CH3:9])([CH3:8])[CH3:7]. The yield is 0.970. (5) The reactants are [CH:1]1([NH:5][CH2:6][C:7]2[N:8]=[CH:9][C:10]([NH:13]C(=O)OC(C)(C)C)=[N:11][CH:12]=2)[CH2:4][CH2:3][CH2:2]1.FC(F)(F)CO. No catalyst specified. The product is [CH:1]1([NH:5][CH2:6][C:7]2[N:8]=[CH:9][C:10]([NH2:13])=[N:11][CH:12]=2)[CH2:2][CH2:3][CH2:4]1. The yield is 0.950.